Dataset: Reaction yield outcomes from USPTO patents with 853,638 reactions. Task: Predict the reaction yield, written as a fraction of the theoretical maximum amount of product (1.0 means a 100% yield; for example, 0.34 means a 34% yield). The reactants are [C:1]1([C:7]2[C:16]3[C:11](=[CH:12][CH:13]=[CH:14][CH:15]=3)[N:10]=[C:9]([C:17]3[CH:28]=[CH:27][C:20]([O:21][CH2:22][C:23]([O:25]C)=[O:24])=[CH:19][CH:18]=3)[CH:8]=2)[CH:6]=[CH:5][CH:4]=[CH:3][CH:2]=1.CO.[OH-].[Na+]. The catalyst is C1COCC1. The product is [C:1]1([C:7]2[C:16]3[C:11](=[CH:12][CH:13]=[CH:14][CH:15]=3)[N:10]=[C:9]([C:17]3[CH:18]=[CH:19][C:20]([O:21][CH2:22][C:23]([OH:25])=[O:24])=[CH:27][CH:28]=3)[CH:8]=2)[CH:2]=[CH:3][CH:4]=[CH:5][CH:6]=1. The yield is 0.840.